From a dataset of Catalyst prediction with 721,799 reactions and 888 catalyst types from USPTO. Predict which catalyst facilitates the given reaction. Reactant: Br[C:2]1[CH:7]=[CH:6][N:5]=[CH:4][CH:3]=1.Cl.CC[O:11][CH2:12][CH3:13].[Mg+2].[Br-].[Br-].C(#N)[C:18]1[C:19](=C[CH:22]=[CH:23][CH:24]=1)[NH2:20].S(=O)(=O)(O)O. Product: [NH2:20][C:19]1[CH:18]=[CH:24][CH:23]=[CH:22][C:13]=1[C:12]([C:2]1[CH:7]=[CH:6][N:5]=[CH:4][CH:3]=1)=[O:11]. The catalyst class is: 48.